Dataset: Full USPTO retrosynthesis dataset with 1.9M reactions from patents (1976-2016). Task: Predict the reactants needed to synthesize the given product. (1) Given the product [CH3:1][O:2][C:3](=[O:17])[C@@H:4]([O:14][CH2:15][CH3:16])[CH2:5][C:6]1[CH:11]=[CH:10][C:9]([O:12][CH2:19][C:20]2[N:21]=[C:22]([C:26]3[CH:31]=[CH:30][CH:29]=[CH:28][CH:27]=3)[O:23][C:24]=2[CH3:25])=[CH:8][C:7]=1[Cl:13], predict the reactants needed to synthesize it. The reactants are: [CH3:1][O:2][C:3](=[O:17])[C@@H:4]([O:14][CH2:15][CH3:16])[CH2:5][C:6]1[CH:11]=[CH:10][C:9]([OH:12])=[CH:8][C:7]=1[Cl:13].Cl[CH2:19][C:20]1[N:21]=[C:22]([C:26]2[CH:31]=[CH:30][CH:29]=[CH:28][CH:27]=2)[O:23][C:24]=1[CH3:25].C(=O)([O-])[O-].[Cs+].[Cs+].[I-].[K+]. (2) Given the product [Cl:1][C:2]1[CH:3]=[C:4]([C:9]2[CH:14]=[CH:13][C:12]([CH2:15][C@@H:16]([NH:23][C:24]([C:26]3[CH:27]=[C:28]([C:34]4[CH:35]=[CH:36][C:37]([C:40]([F:41])([F:42])[F:43])=[CH:38][CH:39]=4)[CH:29]=[CH:30][C:31]=3[O:32][CH3:33])=[O:25])[C:17](=[O:22])[CH3:44])=[CH:11][CH:10]=2)[CH:5]=[CH:6][C:7]=1[F:8], predict the reactants needed to synthesize it. The reactants are: [Cl:1][C:2]1[CH:3]=[C:4]([C:9]2[CH:14]=[CH:13][C:12]([CH2:15][C@@H:16]([NH:23][C:24]([C:26]3[CH:27]=[C:28]([C:34]4[CH:39]=[CH:38][C:37]([C:40]([F:43])([F:42])[F:41])=[CH:36][CH:35]=4)[CH:29]=[CH:30][C:31]=3[O:32][CH3:33])=[O:25])[C:17](=[O:22])N(OC)C)=[CH:11][CH:10]=2)[CH:5]=[CH:6][C:7]=1[F:8].[CH3:44][Mg]Br. (3) Given the product [OH:8][NH:9][C:10]([CH2:12][CH2:13][CH2:14][CH2:15][CH2:16][NH:17][C:18]([C@@H:20]([NH:31][C:32]([C:34]1[CH:43]=[CH:42][C:41]2[C:36](=[CH:37][CH:38]=[CH:39][CH:40]=2)[CH:35]=1)=[O:33])[CH2:21][C:22]1[C:30]2[C:25](=[CH:26][CH:27]=[CH:28][CH:29]=2)[NH:24][CH:23]=1)=[O:19])=[O:11], predict the reactants needed to synthesize it. The reactants are: C([O:8][NH:9][C:10]([CH2:12][CH2:13][CH2:14][CH2:15][CH2:16][NH:17][C:18]([C@@H:20]([NH:31][C:32]([C:34]1[CH:43]=[CH:42][C:41]2[C:36](=[CH:37][CH:38]=[CH:39][CH:40]=2)[CH:35]=1)=[O:33])[CH2:21][C:22]1[C:30]2[C:25](=[CH:26][CH:27]=[CH:28][CH:29]=2)[NH:24][CH:23]=1)=[O:19])=[O:11])C1C=CC=CC=1. (4) Given the product [OH:1][C:2]1[N:3]=[C:4]([C:18]2[CH:23]=[CH:22][CH:21]=[CH:20][CH:19]=2)[NH:5][C:6](=[O:17])[C:7]=1[C:8]([NH:10][CH2:11][C:12]([OH:14])=[O:13])=[O:9], predict the reactants needed to synthesize it. The reactants are: [OH:1][C:2]1[N:3]=[C:4]([C:18]2[CH:23]=[CH:22][CH:21]=[CH:20][CH:19]=2)[NH:5][C:6](=[O:17])[C:7]=1[C:8]([NH:10][CH2:11][C:12]([O:14]CC)=[O:13])=[O:9].N(CC(OCC)=O)=C=O.C(N(CC)C(C)C)(C)C.Cl. (5) The reactants are: F[C:2]1[CH:20]=[CH:19][C:5]([C:6]([N:8]([CH2:14][C:15]([F:18])([F:17])[F:16])[CH2:9][C:10]([F:13])([F:12])[F:11])=[O:7])=[CH:4][C:3]=1[N+:21]([O-:23])=[O:22].[CH:24]1([CH2:30][NH2:31])[CH2:29][CH2:28][CH2:27][CH2:26][CH2:25]1. Given the product [CH:24]1([CH2:30][NH:31][C:2]2[CH:20]=[CH:19][C:5]([C:6]([N:8]([CH2:14][C:15]([F:17])([F:16])[F:18])[CH2:9][C:10]([F:12])([F:13])[F:11])=[O:7])=[CH:4][C:3]=2[N+:21]([O-:23])=[O:22])[CH2:29][CH2:28][CH2:27][CH2:26][CH2:25]1, predict the reactants needed to synthesize it. (6) Given the product [OH:3][CH:1]([C@@H:4]1[C@:20]2([CH3:21])[CH:7]([CH:8]3[CH:17]([C@@H:18]([OH:22])[CH2:19]2)[C@:16]2([CH3:23])[C:11](=[CH:12][C@@H:13]([OH:24])[CH2:14][CH2:15]2)[CH2:10][CH2:9]3)[CH2:6][CH2:5]1)[CH3:2], predict the reactants needed to synthesize it. The reactants are: [C:1]([CH:4]1[C:20]2([CH3:21])[CH:7]([CH:8]3[CH:17]([CH:18]([OH:22])[CH2:19]2)[C:16]2([CH3:23])[C:11](=[CH:12][C:13](=[O:24])[CH2:14][CH2:15]2)[CH2:10][CH2:9]3)[CH2:6][CH2:5]1)(=[O:3])[CH3:2].[BH4-].[Na+]. (7) Given the product [C:1]([C:5]1[CH:6]=[C:7]([NH:17][C:26](=[O:27])[CH2:25][Cl:24])[N:8]([C:10]2[CH:11]=[CH:12][C:13]([CH3:16])=[CH:14][CH:15]=2)[N:9]=1)([CH3:4])([CH3:3])[CH3:2], predict the reactants needed to synthesize it. The reactants are: [C:1]([C:5]1[CH:6]=[C:7]([NH2:17])[N:8]([C:10]2[CH:15]=[CH:14][C:13]([CH3:16])=[CH:12][CH:11]=2)[N:9]=1)([CH3:4])([CH3:3])[CH3:2].N1C=CC=CC=1.[Cl:24][CH2:25][C:26](Cl)=[O:27]. (8) Given the product [CH3:1][O:2][CH2:3][CH2:4][CH2:5][O:6][C:7]1[CH:8]=[C:9]([CH:29]=[CH:30][C:31]=1[O:32][CH3:33])[CH2:10][C@H:11]([CH:26]([CH3:28])[CH3:27])[CH2:12][C@H:13]([NH:18][C:19]([O:20][C:21]([CH3:24])([CH3:23])[CH3:22])=[O:25])[C@@H:14]([OH:17])[CH2:15][NH:16][C:42]([NH:41][CH2:34][C:35]1[CH:40]=[CH:39][CH:38]=[CH:37][CH:36]=1)=[O:43], predict the reactants needed to synthesize it. The reactants are: [CH3:1][O:2][CH2:3][CH2:4][CH2:5][O:6][C:7]1[CH:8]=[C:9]([CH:29]=[CH:30][C:31]=1[O:32][CH3:33])[CH2:10][C@H:11]([CH:26]([CH3:28])[CH3:27])[CH2:12][C@H:13]([NH:18][C:19](=[O:25])[O:20][C:21]([CH3:24])([CH3:23])[CH3:22])[C@@H:14]([OH:17])[CH2:15][NH2:16].[CH2:34]([N:41]=[C:42]=[O:43])[C:35]1[CH:40]=[CH:39][CH:38]=[CH:37][CH:36]=1. (9) Given the product [F:34][C:2]([F:1])([F:33])[C@@:3]([C:6]1[CH:11]=[CH:10][C:9]([N:12]2[CH2:17][CH2:16][N:15]([S:18]([C:21]3[S:22][CH:23]=[CH:24][CH:25]=3)(=[O:20])=[O:19])[CH2:14][C@H:13]2[CH2:26][CH:27]2[CH2:28][CH2:29][O:30][CH2:31][CH2:32]2)=[CH:8][CH:7]=1)([OH:5])[CH3:4], predict the reactants needed to synthesize it. The reactants are: [F:1][C:2]([F:34])([F:33])[C@@:3]([C:6]1[CH:11]=[CH:10][C:9]([N:12]2[CH2:17][CH2:16][N:15]([S:18]([C:21]3[S:22][CH:23]=[CH:24][CH:25]=3)(=[O:20])=[O:19])[CH2:14][C@@H:13]2[CH2:26][CH:27]2[CH2:32][CH2:31][O:30][CH2:29][CH2:28]2)=[CH:8][CH:7]=1)([OH:5])[CH3:4].FC(F)(F)[C@](C1C=CC(N2CCN(S(C3SC=CC=3)(=O)=O)C[C@@H]2CC2CCOCC2)=CC=1)(O)C.FC(F)(F)[C@](C1C=CC(N2CCN(S(C3SC=CC=3)(=O)=O)C[C@H]2CC2CCOCC2)=CC=1)(O)C.